This data is from Catalyst prediction with 721,799 reactions and 888 catalyst types from USPTO. The task is: Predict which catalyst facilitates the given reaction. (1) Reactant: Br[C:2]1[N:7]2[CH:8]=[CH:9][N:10]=[C:6]2[C:5]([NH:11][C:12]2[CH:17]=[CH:16][C:15]([O:18][CH2:19][CH:20]3[CH2:25][CH2:24][N:23]([CH3:26])[CH2:22][CH2:21]3)=[CH:14][CH:13]=2)=[N:4][CH:3]=1.[F:27][C:28]1[CH:36]=[C:35](B2OC(C)(C)C(C)(C)O2)[CH:34]=[CH:33][C:29]=1[C:30]([NH2:32])=[O:31].C([O-])([O-])=O.[Na+].[Na+]. Product: [F:27][C:28]1[CH:36]=[C:35]([C:2]2[N:7]3[CH:8]=[CH:9][N:10]=[C:6]3[C:5]([NH:11][C:12]3[CH:17]=[CH:16][C:15]([O:18][CH2:19][CH:20]4[CH2:25][CH2:24][N:23]([CH3:26])[CH2:22][CH2:21]4)=[CH:14][CH:13]=3)=[N:4][CH:3]=2)[CH:34]=[CH:33][C:29]=1[C:30]([NH2:32])=[O:31]. The catalyst class is: 77. (2) Reactant: [Cl:1][C:2]1[CH:30]=[CH:29][C:5]([O:6][C:7]2[N:12]=[CH:11][C:10]([CH2:13][N:14]3[CH2:19][CH2:18][C:17]([OH:20])=[C:16]([C:21]([NH:23][CH2:24][C:25]([OH:27])=[O:26])=[O:22])[C:15]3=[O:28])=[CH:9][CH:8]=2)=[CH:4][CH:3]=1.[OH-].[Na+:32]. Product: [Cl:1][C:2]1[CH:3]=[CH:4][C:5]([O:6][C:7]2[N:12]=[CH:11][C:10]([CH2:13][N:14]3[CH2:19][CH2:18][C:17]([OH:20])=[C:16]([C:21]([NH:23][CH2:24][C:25]([O-:27])=[O:26])=[O:22])[C:15]3=[O:28])=[CH:9][CH:8]=2)=[CH:29][CH:30]=1.[Na+:32]. The catalyst class is: 21. (3) Reactant: [CH3:1][N:2]1[C:6]2[CH:7]=[CH:8][CH:9]=[C:10]([NH:11][C:12]([C:14]3[C:18]4[N:19]=[C:20](Cl)[N:21]=[CH:22][C:17]=4[S:16][CH:15]=3)=[O:13])[C:5]=2[N:4]=[CH:3]1.[C@@H:24]1([NH2:31])[CH2:29][CH2:28][CH2:27][CH2:26][C@@H:25]1[NH2:30].O.ClCCl. Product: [CH3:1][N:2]1[C:6]2[CH:7]=[CH:8][CH:9]=[C:10]([NH:11][C:12]([C:14]3[C:18]4[N:19]=[C:20]([NH:30][C@@H:25]5[CH2:26][CH2:27][CH2:28][CH2:29][C@@H:24]5[NH2:31])[N:21]=[CH:22][C:17]=4[S:16][CH:15]=3)=[O:13])[C:5]=2[N:4]=[CH:3]1. The catalyst class is: 12. (4) Reactant: [F:1][C:2]1[CH:24]=[CH:23][C:22]([C:25]2[C:26]([CH3:39])=[N:27][C:28]([O:31][CH2:32][CH2:33][CH2:34][S:35]([CH3:38])(=[O:37])=[O:36])=[CH:29][CH:30]=2)=[CH:21][C:3]=1[CH2:4][NH:5][C:6]1[N:11]=[CH:10][C:9]2[CH:12]3[CH:15]([C:16]([O:18]CC)=[O:17])[CH:13]3[CH2:14][C:8]=2[CH:7]=1.O.[Li+].[OH-].Cl. Product: [F:1][C:2]1[CH:24]=[CH:23][C:22]([C:25]2[C:26]([CH3:39])=[N:27][C:28]([O:31][CH2:32][CH2:33][CH2:34][S:35]([CH3:38])(=[O:36])=[O:37])=[CH:29][CH:30]=2)=[CH:21][C:3]=1[CH2:4][NH:5][C:6]1[N:11]=[CH:10][C:9]2[CH:12]3[CH:15]([C:16]([OH:18])=[O:17])[CH:13]3[CH2:14][C:8]=2[CH:7]=1. The catalyst class is: 242. (5) Reactant: [O:1]1[CH2:5][CH2:4][O:3][CH:2]1[C:6]1[CH:13]=[CH:12][C:9]([C:10]#[N:11])=[CH:8][CH:7]=1.[H-].[Al+3].[Li+].[H-].[H-].[H-].O.[OH-].[Na+]. Product: [O:1]1[CH2:5][CH2:4][O:3][CH:2]1[C:6]1[CH:7]=[CH:8][C:9]([CH2:10][NH2:11])=[CH:12][CH:13]=1. The catalyst class is: 7. (6) Reactant: Cl[C:2]1[CH:3]=[CH:4][C:5]2[C:14]3[C:9](=[CH:10][N:11]=[CH:12][CH:13]=3)[C:8](=[O:15])[N:7]([CH:16]3[CH2:18]C3)[C:6]=2[CH:19]=1.[C:20](=O)([O-])[O-:21].[Cs+].[Cs+].[C:26]([NH:33][C@H:34]([CH2:39][OH:40])[CH2:35][CH:36]([CH3:38])[CH3:37])([O:28][C:29]([CH3:32])([CH3:31])[CH3:30])=[O:27].C(P(C(C)(C)C)C1C=CC=CC=1C1C(C(C)C)=CC(C(C)C)=CC=1C(C)C)(C)(C)C. Product: [CH3:20][O:21][CH2:18][CH2:16][N:7]1[C:6]2[CH:19]=[C:2]([O:40][CH2:39][C@@H:34]([NH:33][C:26](=[O:27])[O:28][C:29]([CH3:31])([CH3:30])[CH3:32])[CH2:35][CH:36]([CH3:37])[CH3:38])[CH:3]=[CH:4][C:5]=2[C:14]2[C:9](=[CH:10][N:11]=[CH:12][CH:13]=2)[C:8]1=[O:15]. The catalyst class is: 164. (7) Reactant: [CH:1]([O:4][C:5]1[CH:14]=[C:13]([C:15]([F:18])([F:17])[F:16])[C:12]2[C:7](=[CH:8][CH:9]=[C:10]3[NH:22][CH2:21][CH2:20][O:19][C:11]3=2)[N:6]=1)([CH3:3])[CH3:2].[BH4-].[Na+]. Product: [CH:1]([O:4][C:5]1[CH:14]=[C:13]([C:15]([F:18])([F:17])[F:16])[C:12]2[C:7](=[CH:8][CH:9]=[C:10]3[N:22]([CH2:13][C:15]([F:18])([F:17])[F:16])[CH2:21][CH2:20][O:19][C:11]3=2)[N:6]=1)([CH3:3])[CH3:2]. The catalyst class is: 55.